This data is from NCI-60 drug combinations with 297,098 pairs across 59 cell lines. The task is: Regression. Given two drug SMILES strings and cell line genomic features, predict the synergy score measuring deviation from expected non-interaction effect. (1) Drug 1: CN1C(=O)N2C=NC(=C2N=N1)C(=O)N. Drug 2: CC1C(C(CC(O1)OC2CC(CC3=C2C(=C4C(=C3O)C(=O)C5=CC=CC=C5C4=O)O)(C(=O)C)O)N)O. Cell line: TK-10. Synergy scores: CSS=39.6, Synergy_ZIP=-3.54, Synergy_Bliss=-1.94, Synergy_Loewe=-25.1, Synergy_HSA=-0.169. (2) Drug 1: C1=CN(C=N1)CC(O)(P(=O)(O)O)P(=O)(O)O. Drug 2: COCCOC1=C(C=C2C(=C1)C(=NC=N2)NC3=CC=CC(=C3)C#C)OCCOC.Cl. Cell line: BT-549. Synergy scores: CSS=-2.00, Synergy_ZIP=0.952, Synergy_Bliss=0.860, Synergy_Loewe=-0.659, Synergy_HSA=-0.629. (3) Drug 1: CCC1=C2CN3C(=CC4=C(C3=O)COC(=O)C4(CC)O)C2=NC5=C1C=C(C=C5)O. Drug 2: CC1C(C(CC(O1)OC2CC(OC(C2O)C)OC3=CC4=CC5=C(C(=O)C(C(C5)C(C(=O)C(C(C)O)O)OC)OC6CC(C(C(O6)C)O)OC7CC(C(C(O7)C)O)OC8CC(C(C(O8)C)O)(C)O)C(=C4C(=C3C)O)O)O)O. Cell line: NCI-H460. Synergy scores: CSS=55.8, Synergy_ZIP=3.78, Synergy_Bliss=4.14, Synergy_Loewe=-3.43, Synergy_HSA=4.78. (4) Cell line: NCIH23. Synergy scores: CSS=42.6, Synergy_ZIP=-7.30, Synergy_Bliss=-0.0594, Synergy_Loewe=-13.3, Synergy_HSA=3.20. Drug 1: C1CCC(CC1)NC(=O)N(CCCl)N=O. Drug 2: C1CN(CCN1C(=O)CCBr)C(=O)CCBr. (5) Drug 1: C1=CN(C(=O)N=C1N)C2C(C(C(O2)CO)O)O.Cl. Drug 2: CCN(CC)CCCC(C)NC1=C2C=C(C=CC2=NC3=C1C=CC(=C3)Cl)OC. Cell line: HT29. Synergy scores: CSS=33.2, Synergy_ZIP=-0.00161, Synergy_Bliss=0.252, Synergy_Loewe=-3.33, Synergy_HSA=1.91. (6) Synergy scores: CSS=-1.73, Synergy_ZIP=-0.452, Synergy_Bliss=-5.73, Synergy_Loewe=-34.8, Synergy_HSA=-6.83. Drug 2: CN1C(=O)N2C=NC(=C2N=N1)C(=O)N. Drug 1: C1CCC(C1)C(CC#N)N2C=C(C=N2)C3=C4C=CNC4=NC=N3. Cell line: KM12.